Dataset: Catalyst prediction with 721,799 reactions and 888 catalyst types from USPTO. Task: Predict which catalyst facilitates the given reaction. (1) Product: [C:8]([C:7]1[C:2]([NH:22][CH2:21][CH2:20][O:19][CH3:18])=[CH:3][C:4]([NH:10][C:11](=[O:17])[O:12][C:13]([CH3:16])([CH3:15])[CH3:14])=[N:5][CH:6]=1)#[N:9]. Reactant: Cl[C:2]1[C:7]([C:8]#[N:9])=[CH:6][N:5]=[C:4]([NH:10][C:11](=[O:17])[O:12][C:13]([CH3:16])([CH3:15])[CH3:14])[CH:3]=1.[CH3:18][O:19][CH2:20][CH2:21][NH2:22].CCN(C(C)C)C(C)C. The catalyst class is: 16. (2) Reactant: [F:1][C:2]1[CH:7]=[CH:6][C:5]([C@@H:8]2[CH2:12][N:11]([S:13]([C:16]3[N:17]=[CH:18][N:19]([CH3:21])[CH:20]=3)(=[O:15])=[O:14])[CH2:10][C@H:9]2[C:22](O)=[O:23])=[CH:4][CH:3]=1.C(N(CC)CC)C.Cl.[CH3:33][NH:34][O:35][CH3:36]. Product: [F:1][C:2]1[CH:7]=[CH:6][C:5]([C@@H:8]2[CH2:12][N:11]([S:13]([C:16]3[N:17]=[CH:18][N:19]([CH3:21])[CH:20]=3)(=[O:15])=[O:14])[CH2:10][C@H:9]2[C:22]([N:34]([O:35][CH3:36])[CH3:33])=[O:23])=[CH:4][CH:3]=1. The catalyst class is: 9. (3) Reactant: [C:1]([C:9]1[CH:14]=[CH:13][CH:12]=[CH:11][CH:10]=1)(=[O:8])[C:2]1[CH:7]=[CH:6][CH:5]=[CH:4][CH:3]=1.[CH3:15][C:16](=[C:18]([CH3:20])[CH3:19])[CH3:17]. Product: [CH3:15][C:16]1([CH3:17])[C:18]([CH3:20])([CH3:19])[O:8][C:1]1([C:9]1[CH:14]=[CH:13][CH:12]=[CH:11][CH:10]=1)[C:2]1[CH:7]=[CH:6][CH:5]=[CH:4][CH:3]=1. The catalyst class is: 48. (4) Reactant: [F:1][C:2]1[CH:3]=[C:4]([N+:9]([O-:11])=[O:10])[CH:5]=[CH:6][C:7]=1F.[C:12]([O:16][C:17]([N:19]1[CH2:24][CH2:23][NH:22][CH2:21][CH2:20]1)=[O:18])([CH3:15])([CH3:14])[CH3:13]. Product: [C:12]([O:16][C:17]([N:19]1[CH2:24][CH2:23][N:22]([C:7]2[CH:6]=[CH:5][C:4]([N+:9]([O-:11])=[O:10])=[CH:3][C:2]=2[F:1])[CH2:21][CH2:20]1)=[O:18])([CH3:15])([CH3:13])[CH3:14]. The catalyst class is: 10.